Dataset: Reaction yield outcomes from USPTO patents with 853,638 reactions. Task: Predict the reaction yield, written as a fraction of the theoretical maximum amount of product (1.0 means a 100% yield; for example, 0.34 means a 34% yield). The product is [Cl:1][C:2]1[CH:3]=[CH:4][C:5]([C:8]2[CH:26]=[C:24]([CH3:23])[NH:19][C:10](=[O:12])[CH:9]=2)=[CH:6][CH:7]=1. The catalyst is C(O)C. The reactants are [Cl:1][C:2]1[CH:7]=[CH:6][C:5](/[CH:8]=[CH:9]/[C:10](=[O:12])C)=[CH:4][CH:3]=1.[Cl-].C(OC(=O)C[N+:19]1[CH:24]=[CH:23]C=CC=1)C.[C:26]([O-])(=O)C.[NH4+]. The yield is 0.470.